This data is from Forward reaction prediction with 1.9M reactions from USPTO patents (1976-2016). The task is: Predict the product of the given reaction. Given the reactants [NH:1]1[C:5]2=[N:6][CH:7]=[CH:8][C:9]([O:10][C:11]3[CH:12]=[C:13]4[C:18](=[CH:19][CH:20]=3)[C:17]([NH2:21])=[CH:16][CH:15]=[CH:14]4)=[C:4]2[CH:3]=[N:2]1.[Cl:22][C:23]1[CH:31]=[CH:30][C:26]([C:27](O)=[O:28])=[CH:25][CH:24]=1.CN(C(ON1N=NC2C=CC=CC1=2)=[N+](C)C)C.[B-](F)(F)(F)F.CCN(C(C)C)C(C)C, predict the reaction product. The product is: [Cl:22][C:23]1[CH:31]=[CH:30][C:26]([C:27]([NH:21][C:17]2[C:18]3[C:13](=[CH:12][C:11]([O:10][C:9]4[CH:8]=[CH:7][N:6]=[C:5]5[NH:1][N:2]=[CH:3][C:4]=45)=[CH:20][CH:19]=3)[CH:14]=[CH:15][CH:16]=2)=[O:28])=[CH:25][CH:24]=1.